From a dataset of HIV replication inhibition screening data with 41,000+ compounds from the AIDS Antiviral Screen. Binary Classification. Given a drug SMILES string, predict its activity (active/inactive) in a high-throughput screening assay against a specified biological target. (1) The drug is S=C1CC(c2ccccc2)Sc2cc(Cl)ccc2N1. The result is 0 (inactive). (2) The drug is Cc1c(O)c2ccccc2c2c1sc(NCCCN(CCO)CCO)[n+]2C. The result is 0 (inactive). (3) The result is 0 (inactive). The compound is Cl.O=C1C(=Cc2ccc(O)cc2)CCCC1CN1CCCCC1. (4) The drug is Oc1ccccc1-n1nc2ccc3nonc3c2n1. The result is 0 (inactive). (5) The compound is Cc1cc(Cl)ccc1N1C(=O)C(=O)C(c2nc3ccccc3o2)C(=O)C1=O. The result is 0 (inactive).